Dataset: Catalyst prediction with 721,799 reactions and 888 catalyst types from USPTO. Task: Predict which catalyst facilitates the given reaction. (1) Reactant: C([N-]C(C)C)(C)C.[Li+].C(NC(C)C)(C)C.C([Li])CCC.[CH:21]1([CH2:27][CH:28]2[CH2:33][CH2:32][O:31][C:29]2=[O:30])[CH2:26][CH2:25][CH2:24][CH2:23][CH2:22]1.[CH2:34]([O:36][CH2:37]Cl)[CH3:35]. Product: [CH:21]1([CH2:27][C:28]2([CH2:37][O:36][CH2:34][CH3:35])[CH2:33][CH2:32][O:31][C:29]2=[O:30])[CH2:22][CH2:23][CH2:24][CH2:25][CH2:26]1. The catalyst class is: 1. (2) Reactant: [Si]([O:8]/[N:9]=[C:10]1/[CH2:11][CH2:12][C:13]2[C:18]/1=[CH:17][CH:16]=[C:15]([NH:19][C:20]1[C:28]3[C:23](=[CH:24][N:25]=[CH:26][CH:27]=3)[S:22][C:21]=1[C:29]([O:31][CH2:32][CH3:33])=[O:30])[CH:14]=2)(C(C)(C)C)(C)C.CCCC[N+](CCCC)(CCCC)CCCC.[F-]. Product: [OH:8]/[N:9]=[C:10]1/[CH2:11][CH2:12][C:13]2[C:18]/1=[CH:17][CH:16]=[C:15]([NH:19][C:20]1[C:28]3[C:23](=[CH:24][N:25]=[CH:26][CH:27]=3)[S:22][C:21]=1[C:29]([O:31][CH2:32][CH3:33])=[O:30])[CH:14]=2. The catalyst class is: 2.